Regression. Given a peptide amino acid sequence and an MHC pseudo amino acid sequence, predict their binding affinity value. This is MHC class I binding data. From a dataset of Peptide-MHC class I binding affinity with 185,985 pairs from IEDB/IMGT. The peptide sequence is VTEDLLHLNS. The MHC is Mamu-A01 with pseudo-sequence Mamu-A01. The binding affinity (normalized) is 0.127.